From a dataset of HIV replication inhibition screening data with 41,000+ compounds from the AIDS Antiviral Screen. Binary Classification. Given a drug SMILES string, predict its activity (active/inactive) in a high-throughput screening assay against a specified biological target. (1) The compound is CCOc1ncnc2c1ncn2C1OC(CO)CC1F. The result is 0 (inactive). (2) The drug is C=CCc1cc2c(C)cc(=O)oc2c(C)c1OC(C)=O. The result is 0 (inactive). (3) The drug is COc1cc(N=Nc2ccc(S(=O)(=O)O)cc2)c(C)cc1N=Nc1cc(S(=O)(=O)O)c(NC(=O)c2ccc(N)cc2)cc1NC(C)=O. The result is 1 (active). (4) The drug is Cc1c[n+]2c3c(ccc4c(C)c(C)c[n+](c43)[Cu-3]23[n+]2cc(C)c(C)c4ccc5c(C)c(C)c[n+]3c5c42)c1C.O=C1OC(C(O)C[O-])C(O)=C1O. The result is 0 (inactive).